This data is from Full USPTO retrosynthesis dataset with 1.9M reactions from patents (1976-2016). The task is: Predict the reactants needed to synthesize the given product. Given the product [CH2:1]([O:3][C:4]1[CH:5]=[C:6]([C:14]2[CH:15]=[N:16][C:17]([NH:31][C:32]([NH:34][CH2:35][CH3:36])=[O:33])=[CH:18][C:19]=2[C:20]2[S:21][CH:22]=[C:23]([C:25]3[CH:30]=[CH:29][CH:28]=[CH:27][CH:26]=3)[N:24]=2)[CH:7]=[C:8]([C:43]2[O:44][C:37](=[O:39])[NH:41][N:50]=2)[N:9]=1)[CH3:2], predict the reactants needed to synthesize it. The reactants are: [CH2:1]([O:3][C:4]1[N:9]=[C:8](C(OC)=O)[CH:7]=[C:6]([C:14]2[CH:15]=[N:16][C:17]([NH:31][C:32]([NH:34][CH2:35][CH3:36])=[O:33])=[CH:18][C:19]=2[C:20]2[S:21][CH:22]=[C:23]([C:25]3[CH:30]=[CH:29][CH:28]=[CH:27][CH:26]=3)[N:24]=2)[CH:5]=1)[CH3:2].[CH2:37]([OH:39])C.O.[NH2:41]N.[C:43]([N:50]1C=CN=C1)(N1C=CN=C1)=[O:44].